From a dataset of Reaction yield outcomes from USPTO patents with 853,638 reactions. Predict the reaction yield, written as a fraction of the theoretical maximum amount of product (1.0 means a 100% yield; for example, 0.34 means a 34% yield). (1) The reactants are [CH3:1][C:2]([OH:7])([CH3:6])[C:3](=[O:5])[CH3:4].[Br-:8].[Br-:9].[Br-].[NH+]1C=CC=CC=1.[NH+]1C=CC=CC=1.[NH+]1C=CC=CC=1. The catalyst is ClCCl. The product is [Br:8][CH:4]([Br:9])[C:3](=[O:5])[C:2]([OH:7])([CH3:6])[CH3:1]. The yield is 0.310. (2) The reactants are C([O:5]C([N:8]1[CH2:17][CH2:16][C:15]2[N:14]([CH2:18][C:19]3[CH:24]=[CH:23][CH:22]=[CH:21][CH:20]=3)[N:13]=[C:12]([C:25]3[CH:30]=[CH:29][C:28]([Cl:31])=[CH:27][CH:26]=3)[C:11]=2[CH2:10][CH2:9]1)=O)(C)(C)C.[C:32]([O-:35])([O-:34])=O.[Na+].[Na+].ClC1C=CC(B2[O:49][C:48]3[CH:50]=CC=C[C:47]=3[O:46]2)=CC=1.C(OC(N1CCC2N(CC3C=CC=CC=3)N=C(OS(C(F)(F)F)(=O)=O)C=2CC1)=O)(C)(C)C.CC[O:88][C:89]([CH3:91])=[O:90]. The catalyst is C1(C)C=CC=CC=1.C1C=CC(P(C2C=CC=CC=2)[C-]2C=CC=C2)=CC=1.C1C=CC(P(C2C=CC=CC=2)[C-]2C=CC=C2)=CC=1.Cl[Pd]Cl.[Fe+2].C1(P(C2C=CC=CC=2)[C-]2C=CC=C2)C=CC=CC=1.[C-]1(P(C2C=CC=CC=2)C2C=CC=CC=2)C=CC=C1.[Fe+2].O. The product is [C:89]([OH:88])(=[O:90])[CH2:91][C:48]([CH2:50][C:32]([OH:35])=[O:34])([C:47]([OH:46])=[O:5])[OH:49].[CH2:18]([N:14]1[C:15]2[CH2:16][CH2:17][NH:8][CH2:9][CH2:10][C:11]=2[C:12]([C:25]2[CH:30]=[CH:29][C:28]([Cl:31])=[CH:27][CH:26]=2)=[N:13]1)[C:19]1[CH:24]=[CH:23][CH:22]=[CH:21][CH:20]=1. The yield is 0.920. (3) The reactants are [CH:1]([NH:4][C:5]1[C:10]2[C:11]([C:33]3[CH:38]=[CH:37][N:36]=[CH:35][N:34]=3)=[N:12][N:13](C(C3C=CC=CC=3)(C3C=CC=CC=3)C3C=CC=CC=3)[C:9]=2[CH:8]=[CH:7][N:6]=1)([CH3:3])[CH3:2].ClC1N=CN=C(C2C3C(NC(C)C)=NC=CC=3N(C(C3C=CC=CC=3)(C3C=CC=CC=3)C3C=CC=CC=3)N=2)C=1.[NH4+].[OH-]. The catalyst is CO.[Pd]. The product is [CH:1]([NH:4][C:5]1[C:10]2[C:11]([C:33]3[CH:38]=[CH:37][N:36]=[CH:35][N:34]=3)=[N:12][NH:13][C:9]=2[CH:8]=[CH:7][N:6]=1)([CH3:3])[CH3:2]. The yield is 0.970.